Predict the reaction yield, written as a fraction of the theoretical maximum amount of product (1.0 means a 100% yield; for example, 0.34 means a 34% yield). From a dataset of Reaction yield outcomes from USPTO patents with 853,638 reactions. (1) The reactants are Cl.[NH2:2][C@H:3]([C:14]([O:16][CH3:17])=[O:15])[CH2:4][C:5]1[C:13]2[C:8](=[CH:9][CH:10]=[CH:11][CH:12]=2)[NH:7][CH:6]=1.C(N(CC)CC)C.[F:25][C:26]1[CH:36]=[CH:35][C:34]([F:37])=[CH:33][C:27]=1[CH:28]=[CH:29][C:30](O)=[O:31].CCN=C=NCCCN(C)C.Cl. The catalyst is C(Cl)Cl. The product is [F:25][C:26]1[CH:36]=[CH:35][C:34]([F:37])=[CH:33][C:27]=1[CH:28]=[CH:29][C:30]([NH:2][C@H:3]([C:14]([O:16][CH3:17])=[O:15])[CH2:4][C:5]1[C:13]2[C:8](=[CH:9][CH:10]=[CH:11][CH:12]=2)[NH:7][CH:6]=1)=[O:31]. The yield is 0.900. (2) The reactants are [BH4-].[Na+].[N:3]1[CH:4]=[CH:5][N:6]2[C:11]=1[CH:10]=[CH:9][C:8]([C:12](OC)=[O:13])=[N:7]2. The catalyst is C1COCC1.CO. The product is [N:3]1[CH:4]=[CH:5][N:6]2[C:11]=1[CH:10]=[CH:9][C:8]([CH2:12][OH:13])=[N:7]2. The yield is 0.810.